This data is from Reaction yield outcomes from USPTO patents with 853,638 reactions. The task is: Predict the reaction yield, written as a fraction of the theoretical maximum amount of product (1.0 means a 100% yield; for example, 0.34 means a 34% yield). (1) The yield is 0.220. The product is [F:10][C:9]1[C:4](=[NH:3])[N:5]([CH2:1][OH:2])[C:6](=[O:21])[N:7]([S:11]([C:14]2[CH:20]=[CH:19][C:17]([CH3:18])=[CH:16][CH:15]=2)(=[O:12])=[O:13])[CH:8]=1. The reactants are [CH2:1]=[O:2].[NH2:3][C:4]1[C:9]([F:10])=[CH:8][N:7]([S:11]([C:14]2[CH:20]=[CH:19][C:17]([CH3:18])=[CH:16][CH:15]=2)(=[O:13])=[O:12])[C:6](=[O:21])[N:5]=1. No catalyst specified. (2) The reactants are C(NC(C)C)(C)C.C(=O)=O.[CH2:11]([OH:14])[CH2:12]O.[Li]CCCC.C1C=CC(N([S:27]([C:30]([F:33])([F:32])[F:31])(=[O:29])=[O:28])[S:27]([C:30]([F:33])([F:32])[F:31])(=[O:29])=[O:28])=CC=1. The catalyst is C1COCC1.C(OCC)(=O)C. The product is [O:14]([CH:11]=[CH2:12])[S:27]([C:30]([F:33])([F:32])[F:31])(=[O:29])=[O:28]. The yield is 0.870. (3) The reactants are [CH2:1]([O:3][C@@H:4]1[CH2:8][N:7]([C:9](=[O:19])[C@@H:10]([NH:14][C:15](=[O:18])[O:16][CH3:17])[CH:11]([CH3:13])[CH3:12])[C@H:6]([C:20]2[NH:24][C:23]3[C:25]4[C:30]([CH:31]=[CH:32][C:22]=3[N:21]=2)=[CH:29][C:28]2[C:33]3[C:38]([CH2:39][O:40][C:27]=2[CH:26]=4)=[CH:37][C:36](B2OC(C)(C)C(C)(C)O2)=[CH:35][CH:34]=3)[CH2:5]1)[CH3:2].Br[C:51]1[NH:55][C:54]([C@@H:56]2[CH2:60][CH2:59][CH2:58][N:57]2[C:61]([O:63][C:64]([CH3:67])([CH3:66])[CH3:65])=[O:62])=[N:53][CH:52]=1.C(=O)([O-])[O-].[K+].[K+]. The catalyst is COCCOC.CN(C=O)C.CCOC(C)=O.C1C=CC([P]([Pd]([P](C2C=CC=CC=2)(C2C=CC=CC=2)C2C=CC=CC=2)([P](C2C=CC=CC=2)(C2C=CC=CC=2)C2C=CC=CC=2)[P](C2C=CC=CC=2)(C2C=CC=CC=2)C2C=CC=CC=2)(C2C=CC=CC=2)C2C=CC=CC=2)=CC=1.C1C=CC(P(C2C=CC=CC=2)[C-]2C=CC=C2)=CC=1.C1C=CC(P(C2C=CC=CC=2)[C-]2C=CC=C2)=CC=1.Cl[Pd]Cl.[Fe+2]. The product is [CH2:1]([O:3][C@@H:4]1[CH2:8][N:7]([C:9](=[O:19])[C@H:10]([CH:11]([CH3:13])[CH3:12])[NH:14][C:15]([O:16][CH3:17])=[O:18])[C@H:6]([C:20]2[NH:24][C:23]3[C:25]4[C:30]([CH:31]=[CH:32][C:22]=3[N:21]=2)=[CH:29][C:28]2[C:33]3[C:38]([CH2:39][O:40][C:27]=2[CH:26]=4)=[CH:37][C:36]([C:51]2[NH:55][C:54]([C@@H:56]4[CH2:60][CH2:59][CH2:58][N:57]4[C:61]([O:63][C:64]([CH3:67])([CH3:66])[CH3:65])=[O:62])=[N:53][CH:52]=2)=[CH:35][CH:34]=3)[CH2:5]1)[CH3:2]. The yield is 0.330. (4) The reactants are [NH2:1][C:2]1[C:10]([NH2:11])=[CH:9][CH:8]=[CH:7][C:3]=1[C:4]([OH:6])=[O:5].[CH:12](=O)[C:13]1[CH:18]=[CH:17][CH:16]=[CH:15][CH:14]=1. The catalyst is [N+](C1C=CC=CC=1)([O-])=O. The product is [C:13]1([C:12]2[NH:1][C:2]3[C:3]([C:4]([OH:6])=[O:5])=[CH:7][CH:8]=[CH:9][C:10]=3[N:11]=2)[CH:18]=[CH:17][CH:16]=[CH:15][CH:14]=1. The yield is 0.640.